This data is from Catalyst prediction with 721,799 reactions and 888 catalyst types from USPTO. The task is: Predict which catalyst facilitates the given reaction. (1) Reactant: C([O:4][CH2:5][C:6]([NH:8][CH2:9][CH2:10][C:11]1[CH:16]=[CH:15][CH:14]=[CH:13][C:12]=1[C:17]1[O:21][N:20]=[C:19]([C@@H:22]2[C@:27]([C:29]3[CH:34]=[CH:33][C:32]([F:35])=[C:31]([F:36])[CH:30]=3)([OH:28])[CH2:26][CH2:25][N:24]([C:37]([O:39][C:40]([CH3:43])([CH3:42])[CH3:41])=[O:38])[CH2:23]2)[C:18]=1[Br:44])=[O:7])(=O)C.[Li+].[OH-]. Product: [Br:44][C:18]1[C:19]([C@@H:22]2[C@:27]([C:29]3[CH:34]=[CH:33][C:32]([F:35])=[C:31]([F:36])[CH:30]=3)([OH:28])[CH2:26][CH2:25][N:24]([C:37]([O:39][C:40]([CH3:43])([CH3:42])[CH3:41])=[O:38])[CH2:23]2)=[N:20][O:21][C:17]=1[C:12]1[CH:13]=[CH:14][CH:15]=[CH:16][C:11]=1[CH2:10][CH2:9][NH:8][C:6](=[O:7])[CH2:5][OH:4]. The catalyst class is: 1. (2) Reactant: Br[C:2]1[CH:3]=[CH:4][C:5]2[N:6]([C:8]([C:11]([O:13][CH2:14][CH3:15])=[O:12])=[CH:9][N:10]=2)[CH:7]=1.C([Sn](CCCC)(CCCC)[CH:21]=[CH:22][O:23][CH2:24][CH3:25])CCC. Product: [CH2:24]([O:23]/[CH:22]=[CH:21]/[C:2]1[CH:3]=[CH:4][C:5]2[N:6]([C:8]([C:11]([O:13][CH2:14][CH3:15])=[O:12])=[CH:9][N:10]=2)[CH:7]=1)[CH3:25]. The catalyst class is: 109. (3) The catalyst class is: 13. Product: [C:32]([O:31][C:29]([NH:28][C@@:4]([CH2:1][CH2:2][CH3:3])([CH2:7][CH2:8][C:9]1[CH:14]=[CH:13][C:12]([S:15][C:16]2[CH:21]=[C:20]([C:22]([F:25])([F:24])[F:23])[CH:19]=[CH:18][C:17]=2[O:26][C:29]([O:31][C:32]([CH3:35])([CH3:34])[CH3:33])=[O:36])=[CH:11][C:10]=1[Cl:27])[CH2:5][OH:6])=[O:30])([CH3:35])([CH3:34])[CH3:33]. Reactant: [CH2:1]([C@:4]([NH:28][C:29]([O:31][C:32]([CH3:35])([CH3:34])[CH3:33])=[O:30])([CH2:7][CH2:8][C:9]1[CH:14]=[CH:13][C:12]([S:15][C:16]2[CH:21]=[C:20]([C:22]([F:25])([F:24])[F:23])[CH:19]=[CH:18][C:17]=2[OH:26])=[CH:11][C:10]=1[Cl:27])[CH2:5][OH:6])[CH:2]=[CH2:3].[OH2:36]. (4) Reactant: Cl[C:2]1[N:7]=[CH:6][C:5]([O:8][C:9]2[CH:10]=[C:11]([N:15]3[CH2:20][CH2:19][N:18]([CH3:21])[CH2:17][CH2:16]3)[CH:12]=[CH:13][CH:14]=2)=[CH:4][CH:3]=1.[F:22][C:23]1[CH:29]=[CH:28][C:26]([NH2:27])=[CH:25][C:24]=1[O:30][CH3:31].C1(P(C2C=CC=CC=2)C2C3OC4C(=CC=CC=4P(C4C=CC=CC=4)C4C=CC=CC=4)C(C)(C)C=3C=CC=2)C=CC=CC=1.C(=O)([O-])[O-].[Cs+].[Cs+]. Product: [F:22][C:23]1[CH:29]=[CH:28][C:26]([NH:27][C:2]2[CH:3]=[CH:4][C:5]([O:8][C:9]3[CH:14]=[CH:13][CH:12]=[C:11]([N:15]4[CH2:20][CH2:19][N:18]([CH3:21])[CH2:17][CH2:16]4)[CH:10]=3)=[CH:6][N:7]=2)=[CH:25][C:24]=1[O:30][CH3:31]. The catalyst class is: 155.